Dataset: Retrosynthesis with 50K atom-mapped reactions and 10 reaction types from USPTO. Task: Predict the reactants needed to synthesize the given product. Given the product Cc1c(C)c2c(c(C)c1O)CC[C@@](C)(CCC[C@H](C)CCC[C@H](C)CCCC(C)C)O2, predict the reactants needed to synthesize it. The reactants are: CC(C)CCCC(C)CCCC(C)CCl.Cc1c(C)c2c(c(C)c1O)CCC(C)(CCBr)O2.